From a dataset of Full USPTO retrosynthesis dataset with 1.9M reactions from patents (1976-2016). Predict the reactants needed to synthesize the given product. (1) Given the product [C:1]([O:5][C:6](=[O:13])[CH:7]([CH:10]1[CH2:12][CH2:11]1)[CH2:8][NH:9][C:17]([C:19]1[N:20]=[CH:21][C:22]2[C:27]([C:28]=1[OH:29])=[CH:26][CH2:25][C:24]([C:42]#[N:43])([O:30][C:31]1[CH:32]=[N:33][CH:34]=[CH:35][CH:36]=1)[CH:23]=2)=[O:18])([CH3:4])([CH3:2])[CH3:3], predict the reactants needed to synthesize it. The reactants are: [C:1]([O:5][C:6](=[O:13])[CH:7]([CH:10]1[CH2:12][CH2:11]1)[CH2:8][NH2:9])([CH3:4])([CH3:3])[CH3:2].C(O[C:17]([C:19]1[N:20]=[C:21](C#N)[C:22]2[C:27]([C:28]=1[OH:29])=[CH:26][CH:25]=[C:24]([O:30][C:31]1[CH:32]=[N:33][CH:34]=[CH:35][CH:36]=1)[CH:23]=2)=[O:18])C.C1CCN2[C:42](=[N:43]CCC2)CC1. (2) Given the product [Cl:24][C:12]1[CH:13]=[C:14]2[C:9](=[CH:10][CH:11]=1)[N:8]=[C:7]([O:25][CH:26]([CH3:27])[CH3:28])[C:6]([C:4]([OH:5])=[O:3])=[C:15]2[CH2:16][C:17]1[CH:22]=[CH:21][CH:20]=[CH:19][C:18]=1[Cl:23], predict the reactants needed to synthesize it. The reactants are: C([O:3][C:4]([C:6]1[C:7]([O:25][CH:26]([CH3:28])[CH3:27])=[N:8][C:9]2[C:14]([C:15]=1[CH2:16][C:17]1[CH:22]=[CH:21][CH:20]=[CH:19][C:18]=1[Cl:23])=[CH:13][C:12]([Cl:24])=[CH:11][CH:10]=2)=[O:5])C.[OH-].[Na+]. (3) Given the product [Br:18][C:6]1[C:5]([CH3:11])=[C:4]([N+:1]([O-:3])=[O:2])[CH:9]=[CH:8][C:7]=1[CH3:10], predict the reactants needed to synthesize it. The reactants are: [N+:1]([C:4]1[CH:9]=[CH:8][C:7]([CH3:10])=[CH:6][C:5]=1[CH3:11])([O-:3])=[O:2].S(=O)(=O)(O)O.O.[Br:18]([O-])(=O)=O.[K+].